This data is from Catalyst prediction with 721,799 reactions and 888 catalyst types from USPTO. The task is: Predict which catalyst facilitates the given reaction. Reactant: [CH3:1][S:2]([C:5]1[CH:10]=[CH:9][C:8]([C:11]2[N:16]=[CH:15][C:14]([CH2:17][NH:18][CH:19]3[CH2:24][CH2:23][N:22]([C:25]([O:27][C:28]([CH3:31])([CH3:30])[CH3:29])=[O:26])[CH2:21][CH2:20]3)=[CH:13][CH:12]=2)=[CH:7][CH:6]=1)(=[O:4])=[O:3].C=O.[BH-](OC(C)=O)(OC(C)=O)O[C:36](C)=O.[Na+].[OH-].[Na+]. Product: [CH3:36][N:18]([CH2:17][C:14]1[CH:15]=[N:16][C:11]([C:8]2[CH:9]=[CH:10][C:5]([S:2]([CH3:1])(=[O:3])=[O:4])=[CH:6][CH:7]=2)=[CH:12][CH:13]=1)[CH:19]1[CH2:24][CH2:23][N:22]([C:25]([O:27][C:28]([CH3:31])([CH3:30])[CH3:29])=[O:26])[CH2:21][CH2:20]1. The catalyst class is: 26.